This data is from Full USPTO retrosynthesis dataset with 1.9M reactions from patents (1976-2016). The task is: Predict the reactants needed to synthesize the given product. (1) Given the product [C:1]([O:5][C:6]([N:8]([C:26]1[CH:31]=[CH:30][N:29]=[C:28]([C:50]2[CH:49]=[CH:48][CH:47]=[C:46]([O:45][CH2:44][C:43]([NH:42][CH:39]([CH3:41])[CH3:40])=[O:61])[CH:51]=2)[N:27]=1)[C:9]1[CH:10]=[C:11]2[C:15](=[CH:16][C:17]=1[CH3:18])[N:14]([C:19]([O:21][C:22]([CH3:25])([CH3:24])[CH3:23])=[O:20])[N:13]=[CH:12]2)=[O:7])([CH3:4])([CH3:3])[CH3:2], predict the reactants needed to synthesize it. The reactants are: [C:1]([O:5][C:6]([N:8]([C:26]1[CH:31]=[CH:30][N:29]=[C:28](Cl)[N:27]=1)[C:9]1[CH:10]=[C:11]2[C:15](=[CH:16][C:17]=1[CH3:18])[N:14]([C:19]([O:21][C:22]([CH3:25])([CH3:24])[CH3:23])=[O:20])[N:13]=[CH:12]2)=[O:7])([CH3:4])([CH3:3])[CH3:2].C([O-])([O-])=O.[Na+].[Na+].[CH:39]([NH:42][C:43](=[O:61])[CH2:44][O:45][C:46]1[CH:51]=[CH:50][CH:49]=[C:48](B2OC(C)(C)C(C)(C)O2)[CH:47]=1)([CH3:41])[CH3:40]. (2) The reactants are: [C:1]1([CH:7]([CH2:9][CH2:10][CH2:11][CH2:12][CH2:13][CH2:14][CH2:15][CH2:16][CH2:17][CH2:18][CH3:19])[CH3:8])[CH:6]=[CH:5][CH:4]=[CH:3][CH:2]=1.S(=O)(=O)(O)O.CO[CH2:27][Br:28]. Given the product [Br:28][CH2:27][C:4]1[CH:5]=[CH:6][C:1]([CH:7]([CH2:9][CH2:10][CH2:11][CH2:12][CH2:13][CH2:14][CH2:15][CH2:16][CH2:17][CH2:18][CH3:19])[CH3:8])=[CH:2][CH:3]=1, predict the reactants needed to synthesize it. (3) Given the product [C:1]([O:5][C:6]([N:8]1[C:16]2[C:11](=[CH:12][CH:13]=[CH:14][CH:15]=2)[C:10]([CH:17]([O:27][C:37](=[O:40])[CH2:38][CH3:39])[C:18]2[CH:23]=[C:22]([F:24])[C:21]([F:25])=[CH:20][C:19]=2[F:26])=[CH:9]1)=[O:7])([CH3:4])([CH3:2])[CH3:3], predict the reactants needed to synthesize it. The reactants are: [C:1]([O:5][C:6]([N:8]1[C:16]2[C:11](=[CH:12][CH:13]=[CH:14][CH:15]=2)[C:10]([CH:17]([OH:27])[C:18]2[CH:23]=[C:22]([F:24])[C:21]([F:25])=[CH:20][C:19]=2[F:26])=[CH:9]1)=[O:7])([CH3:4])([CH3:3])[CH3:2].CC1C=CN=C(N)C=1C.[C:37](O[C:37](=[O:40])[CH2:38][CH3:39])(=[O:40])[CH2:38][CH3:39]. (4) Given the product [CH3:1][O:2][CH2:3][CH2:4][N:5]([CH2:37][C:34]1[CH:33]=[N:32][C:31]([O:30][CH3:29])=[N:36][CH:35]=1)[CH2:6][CH2:7][O:8][C:9]1[CH:10]=[C:11]2[C:15](=[CH:16][CH:17]=1)[NH:14][C:13]([C:18]1[C:19](=[O:28])[NH:20][C:21]3[C:26]([CH:27]=1)=[CH:25][CH:24]=[CH:23][CH:22]=3)=[CH:12]2, predict the reactants needed to synthesize it. The reactants are: [CH3:1][O:2][CH2:3][CH2:4][NH:5][CH2:6][CH2:7][O:8][C:9]1[CH:10]=[C:11]2[C:15](=[CH:16][CH:17]=1)[NH:14][C:13]([C:18]1[C:19](=[O:28])[NH:20][C:21]3[C:26]([CH:27]=1)=[CH:25][CH:24]=[CH:23][CH:22]=3)=[CH:12]2.[CH3:29][O:30][C:31]1[N:36]=[CH:35][C:34]([CH:37]=O)=[CH:33][N:32]=1.C(O[BH-](OC(=O)C)OC(=O)C)(=O)C.[Na+]. (5) Given the product [Br:1][C:2]1[CH:3]=[C:4]([N:8]2[CH2:12][CH2:11][C:10]([CH3:15])([CH3:14])[CH2:9]2)[CH:5]=[CH:6][CH:7]=1, predict the reactants needed to synthesize it. The reactants are: [Br:1][C:2]1[CH:3]=[C:4]([N:8]2[C:12](=O)[CH2:11][C:10]([CH3:15])([CH3:14])[C:9]2=O)[CH:5]=[CH:6][CH:7]=1.CO.O.C(Cl)Cl. (6) Given the product [IH:1].[CH3:3][N:4]([CH3:15])[C@:5]12[C@H:13]3[CH2:14][C@H:10]([CH2:11][CH2:12]3)[C@H:9]1[CH2:8][CH2:7][CH2:6]2, predict the reactants needed to synthesize it. The reactants are: [I:1]C.[CH3:3][NH:4][C@:5]12[C@H:13]3[CH2:14][C@H:10]([CH2:11][CH2:12]3)[C@H:9]1[CH2:8][CH2:7][CH2:6]2.[CH3:15]COCC. (7) Given the product [Br:1][C:2]1[CH:3]=[CH:4][C:5]([Cl:25])=[C:6]([C:8]([C:10]2[CH:11]=[N:12][C:13]([NH:16][C:17]3[CH:22]=[CH:21][C:20]([F:23])=[CH:19][C:18]=3[F:24])=[CH:14][CH:15]=2)=[O:9])[CH:7]=1, predict the reactants needed to synthesize it. The reactants are: [Br:1][C:2]1[CH:3]=[CH:4][C:5]([Cl:25])=[C:6]([CH:8]([C:10]2[CH:11]=[N:12][C:13]([NH:16][C:17]3[CH:22]=[CH:21][C:20]([F:23])=[CH:19][C:18]=3[F:24])=[CH:14][CH:15]=2)[OH:9])[CH:7]=1.CC(C)=O.OS(O)(=O)=O.O=[Cr](=O)=O. (8) Given the product [F:17][C:18]1[C:19]([C:11]2[N:12]=[N:13][CH:14]=[C:9]([C:4]3[CH:5]=[CH:6][C:7]([F:8])=[C:2]([C:21]4[C:22]([F:24])=[CH:23][C:18]([F:17])=[CH:19][N:20]=4)[CH:3]=3)[N:10]=2)=[N:20][CH:21]=[C:22]([F:24])[CH:23]=1, predict the reactants needed to synthesize it. The reactants are: Br[C:2]1[CH:3]=[C:4]([C:9]2[N:10]=[C:11](SC)[N:12]=[N:13][CH:14]=2)[CH:5]=[CH:6][C:7]=1[F:8].[F:17][C:18]1[C:19]([Sn](CCCC)(CCCC)CCCC)=[N:20][CH:21]=[C:22]([F:24])[CH:23]=1. (9) Given the product [F:1][C:2]1[C:37]2[N:32]=[CH:34][O:35][C:36]=2[C:5]([NH:11][S:12]([C:15]2([CH2:18][CH:40]([OH:39])[CH2:44][OH:43])[CH2:17][CH2:16]2)(=[O:13])=[O:14])=[C:4]([NH:21][C:22]2[CH:27]=[CH:26][C:25]([I:28])=[CH:24][C:23]=2[F:29])[C:3]=1[F:30], predict the reactants needed to synthesize it. The reactants are: [F:1][C:2]1C2N=COC=2[C:5]([NH:11][S:12]([C:15]2([CH2:18]C=C)[CH2:17][CH2:16]2)(=[O:14])=[O:13])=[C:4]([NH:21][C:22]2[CH:27]=[CH:26][C:25]([I:28])=[CH:24][C:23]=2[F:29])[C:3]=1[F:30].C[N+:32]1([O-])[CH2:37][CH2:36][O:35][CH2:34]C1.[OH2:39].[CH2:40]1[CH2:44][O:43]CC1. (10) The reactants are: [N+:1]([C:4]1[CH:9]=[CH:8][CH:7]=[CH:6][C:5]=1[S:10](Cl)(=[O:12])=[O:11])([O-:3])=[O:2].[NH2:14][C:15]1[CH:20]=[CH:19][C:18]([C@@H:21]2[CH2:23][C@H:22]2[C:24]([O:26][CH3:27])=[O:25])=[CH:17][CH:16]=1. Given the product [N+:1]([C:4]1[CH:9]=[CH:8][CH:7]=[CH:6][C:5]=1[S:10]([NH:14][C:15]1[CH:16]=[CH:17][C:18]([C@@H:21]2[CH2:23][C@H:22]2[C:24]([O:26][CH3:27])=[O:25])=[CH:19][CH:20]=1)(=[O:12])=[O:11])([O-:3])=[O:2], predict the reactants needed to synthesize it.